From a dataset of NCI-60 drug combinations with 297,098 pairs across 59 cell lines. Regression. Given two drug SMILES strings and cell line genomic features, predict the synergy score measuring deviation from expected non-interaction effect. (1) Drug 1: CC(C1=C(C=CC(=C1Cl)F)Cl)OC2=C(N=CC(=C2)C3=CN(N=C3)C4CCNCC4)N. Drug 2: CCCS(=O)(=O)NC1=C(C(=C(C=C1)F)C(=O)C2=CNC3=C2C=C(C=N3)C4=CC=C(C=C4)Cl)F. Cell line: HL-60(TB). Synergy scores: CSS=1.33, Synergy_ZIP=-0.828, Synergy_Bliss=-8.11, Synergy_Loewe=-39.4, Synergy_HSA=-18.6. (2) Cell line: DU-145. Synergy scores: CSS=-5.61, Synergy_ZIP=0.460, Synergy_Bliss=-4.04, Synergy_Loewe=-6.69, Synergy_HSA=-6.71. Drug 1: CC12CCC(CC1=CCC3C2CCC4(C3CC=C4C5=CN=CC=C5)C)O. Drug 2: CCCS(=O)(=O)NC1=C(C(=C(C=C1)F)C(=O)C2=CNC3=C2C=C(C=N3)C4=CC=C(C=C4)Cl)F. (3) Drug 1: CC(C1=C(C=CC(=C1Cl)F)Cl)OC2=C(N=CC(=C2)C3=CN(N=C3)C4CCNCC4)N. Drug 2: CCCCCOC(=O)NC1=NC(=O)N(C=C1F)C2C(C(C(O2)C)O)O. Cell line: NCI-H522. Synergy scores: CSS=6.95, Synergy_ZIP=-1.76, Synergy_Bliss=1.22, Synergy_Loewe=-2.20, Synergy_HSA=0.712. (4) Drug 1: CC1=C2C(C(=O)C3(C(CC4C(C3C(C(C2(C)C)(CC1OC(=O)C(C(C5=CC=CC=C5)NC(=O)OC(C)(C)C)O)O)OC(=O)C6=CC=CC=C6)(CO4)OC(=O)C)OC)C)OC. Drug 2: CC12CCC(CC1=CCC3C2CCC4(C3CC=C4C5=CN=CC=C5)C)O. Cell line: NCIH23. Synergy scores: CSS=57.0, Synergy_ZIP=13.3, Synergy_Bliss=12.6, Synergy_Loewe=-15.4, Synergy_HSA=13.1. (5) Drug 1: C1=CC(=CC=C1CCCC(=O)O)N(CCCl)CCCl. Drug 2: CC(C)CN1C=NC2=C1C3=CC=CC=C3N=C2N. Synergy scores: CSS=20.2, Synergy_ZIP=-5.70, Synergy_Bliss=-3.83, Synergy_Loewe=-5.37, Synergy_HSA=-5.38. Cell line: A498.